Dataset: Reaction yield outcomes from USPTO patents with 853,638 reactions. Task: Predict the reaction yield, written as a fraction of the theoretical maximum amount of product (1.0 means a 100% yield; for example, 0.34 means a 34% yield). (1) The product is [CH3:15][O:7][C:6](=[O:8])[C:5]1[CH:9]=[CH:10][C:2]([F:1])=[C:3]([CH:11]=[O:12])[CH:4]=1. The reactants are [F:1][C:2]1[CH:10]=[CH:9][C:5]([C:6]([OH:8])=[O:7])=[CH:4][C:3]=1[CH:11]=[O:12].CI.[C:15]([O-])([O-])=O.[K+].[K+]. The catalyst is CN(C=O)C.CCOC(C)=O.O. The yield is 0.820. (2) The reactants are [CH3:1][NH:2][C:3](=[O:5])[CH3:4].[C]=[O:7].C=O.[O:10]1[CH2:14][CH2:13]CC1. No catalyst specified. The product is [C:3]([N:2]([CH2:13][C:14]([OH:10])=[O:7])[CH3:1])(=[O:5])[CH3:4]. The yield is 0.850. (3) The reactants are C(OC([NH:8][C:9](=[NH:47])[C:10]1[S:14][C:13]([S:15][CH3:16])=[C:12]([S:17]([C:20]2[CH:21]=[C:22]([C:26]3[C:31]([CH3:32])=[CH:30][CH:29]=[CH:28][C:27]=3[NH:33][C:34](=[O:46])[NH:35][CH2:36][CH2:37][NH:38][C:39](=[O:45])[NH:40][CH2:41][C:42]([OH:44])=[O:43])[CH:23]=[CH:24][CH:25]=2)(=[O:19])=[O:18])[CH:11]=1)=O)(C)(C)C.[F:48][C:49]([F:54])([F:53])[C:50]([OH:52])=[O:51]. The catalyst is C(Cl)Cl. The product is [F:48][C:49]([F:54])([F:53])[C:50]([OH:52])=[O:51].[C:9]([C:10]1[S:14][C:13]([S:15][CH3:16])=[C:12]([S:17]([C:20]2[CH:21]=[C:22]([C:26]3[C:31]([CH3:32])=[CH:30][CH:29]=[CH:28][C:27]=3[NH:33][C:34](=[O:46])[NH:35][CH2:36][CH2:37][NH:38][C:39](=[O:45])[NH:40][CH2:41][C:42]([OH:44])=[O:43])[CH:23]=[CH:24][CH:25]=2)(=[O:19])=[O:18])[CH:11]=1)(=[NH:8])[NH2:47]. The yield is 0.600. (4) The reactants are [OH:1][CH2:2][CH2:3][CH2:4][NH:5][C:6]1[C:15]([N+:16]([O-])=O)=[CH:14][CH:13]=[CH:12][C:7]=1[C:8]([O:10][CH3:11])=[O:9]. The catalyst is O1CCCC1.[Pd]. The product is [NH2:16][C:15]1[C:6]([NH:5][CH2:4][CH2:3][CH2:2][OH:1])=[C:7]([CH:12]=[CH:13][CH:14]=1)[C:8]([O:10][CH3:11])=[O:9]. The yield is 0.780. (5) The catalyst is CN(C=O)C.Cl. The reactants are [ClH:1].Cl.[NH2:3][C:4]([CH:15]1[CH2:20][CH2:19][NH:18][CH2:17][CH2:16]1)([CH2:8][CH2:9][CH2:10][CH2:11][B:12]([OH:14])[OH:13])[C:5]([OH:7])=[O:6].C(N(CC)CC)C.[C:28](OC(=O)C)(=[O:30])[CH3:29]. The yield is 0.530. The product is [ClH:1].[NH2:3][C:4]([CH:15]1[CH2:16][CH2:17][N:18]([C:28](=[O:30])[CH3:29])[CH2:19][CH2:20]1)([CH2:8][CH2:9][CH2:10][CH2:11][B:12]([OH:14])[OH:13])[C:5]([OH:7])=[O:6]. (6) The reactants are [CH3:1][O:2][C:3](=[O:17])[C:4]1[CH:9]=[C:8]([N+:10]([O-:12])=[O:11])[C:7](O)=[C:6]([O:14][CH2:15][CH3:16])[CH:5]=1.C(Cl)(=O)C([Cl:21])=O. The catalyst is CN(C=O)C. The product is [CH3:1][O:2][C:3](=[O:17])[C:4]1[CH:9]=[C:8]([N+:10]([O-:12])=[O:11])[C:7]([Cl:21])=[C:6]([O:14][CH2:15][CH3:16])[CH:5]=1. The yield is 0.860.